Dataset: Reaction yield outcomes from USPTO patents with 853,638 reactions. Task: Predict the reaction yield, written as a fraction of the theoretical maximum amount of product (1.0 means a 100% yield; for example, 0.34 means a 34% yield). (1) The reactants are [Cl:1][C:2]1[CH:3]=[CH:4][C:5]([C:8](=O)[CH2:9][C:10]([O:12]CC)=O)=[N:6][CH:7]=1.[NH2:16][C:17]1[NH:21][N:20]=[CH:19][C:18]=1[C:22]#[N:23]. The catalyst is CCCCO.CC1C=CC(S(O)(=O)=O)=CC=1. The product is [Cl:1][C:2]1[CH:3]=[CH:4][C:5]([C:8]2[NH:16][C:17]3[N:21]([N:20]=[CH:19][C:18]=3[C:22]#[N:23])[C:10](=[O:12])[CH:9]=2)=[N:6][CH:7]=1. The yield is 0.490. (2) The reactants are [Cl:1][C:2]1[N:7]=[C:6]([NH:8]C(=O)C(C)(C)C)[CH:5]=[CH:4][C:3]=1[CH2:15][CH3:16].[OH-].[Na+]. The catalyst is Cl. The product is [Cl:1][C:2]1[N:7]=[C:6]([NH2:8])[CH:5]=[CH:4][C:3]=1[CH2:15][CH3:16]. The yield is 0.860. (3) The reactants are C([Li])CCC.C(NC(C)C)(C)C.[Cl:13][C:14]1[C:19]([Cl:20])=[CH:18][N:17]=[C:16]([O:21][CH3:22])[CH:15]=1.ClC1C(Cl)=CN=C(OC)C=1[Li].[CH3:34][O:35][C:36]1[C:43]([O:44][CH3:45])=[C:42]([O:46][CH3:47])[CH:41]=[C:40]([CH3:48])[C:37]=1[CH:38]=[O:39]. The catalyst is O1CCCC1.O. The product is [CH3:34][O:35][C:36]1[C:43]([O:44][CH3:45])=[C:42]([O:46][CH3:47])[CH:41]=[C:40]([CH3:48])[C:37]=1[CH:38]([C:15]1[C:16]([O:21][CH3:22])=[N:17][CH:18]=[C:19]([Cl:20])[C:14]=1[Cl:13])[OH:39]. The yield is 0.510. (4) The reactants are [Br:1][C:2]1[C:3]([OH:13])=[C:4]([C:10](=[O:12])[CH3:11])[CH:5]=[C:6]([Cl:9])[C:7]=1F.[C-]#N.[K+].C[N:18]([CH3:21])C=O.I[CH2:23][CH3:24].C(=O)([O-])[O-].[K+].[K+]. The catalyst is C(OCC)(=O)C. The product is [C:10]([C:4]1[CH:5]=[C:6]([Cl:9])[C:7]([C:21]#[N:18])=[C:2]([Br:1])[C:3]=1[O:13][CH2:23][CH3:24])(=[O:12])[CH3:11]. The yield is 0.500. (5) The reactants are [Cl:1][C:2]1[CH:10]=[CH:9][CH:8]=[C:7]2[C:3]=1[C:4]([C:15]([OH:17])=O)=[CH:5][N:6]2[CH2:11][CH2:12][O:13][CH3:14].[NH2:18][CH2:19][C@:20]1([OH:27])[CH2:25][CH2:24][CH2:23][C@H:22]([CH3:26])[CH2:21]1.C(Cl)CCl.N1(O)C2C=CC=CC=2N=N1.CCN(C(C)C)C(C)C. The catalyst is C1COCC1. The product is [OH:27][C@@:20]1([CH2:19][NH:18][C:15]([C:4]2[C:3]3[C:7](=[CH:8][CH:9]=[CH:10][C:2]=3[Cl:1])[N:6]([CH2:11][CH2:12][O:13][CH3:14])[CH:5]=2)=[O:17])[CH2:25][CH2:24][CH2:23][C@H:22]([CH3:26])[CH2:21]1. The yield is 0.135.